From a dataset of Reaction yield outcomes from USPTO patents with 853,638 reactions. Predict the reaction yield, written as a fraction of the theoretical maximum amount of product (1.0 means a 100% yield; for example, 0.34 means a 34% yield). (1) The reactants are [Br:1][C:2]1[CH:10]=[CH:9][C:5]([CH2:6][CH2:7][NH2:8])=[CH:4][CH:3]=1.[CH2:11]1[CH2:17][S:14](=[O:16])(=[O:15])[O:13][CH2:12]1.CC(=O)OCC. The catalyst is C(#N)C. The product is [Br:1][C:2]1[CH:10]=[CH:9][C:5]([CH2:6][CH2:7][NH:8][CH2:12][CH2:11][CH2:17][S:14]([OH:16])(=[O:15])=[O:13])=[CH:4][CH:3]=1. The yield is 0.940. (2) The reactants are C(S[C:4](=[N:8][C:9]1[CH:14]=[CH:13][CH:12]=[CH:11][CH:10]=1)[CH:5]([CH3:7])[CH3:6])C.[C:15]([NH:23][NH2:24])(=O)[C:16]1[CH:21]=[CH:20][CH:19]=[CH:18][CH:17]=1. The catalyst is C(O)CCC. The product is [CH:5]([C:4]1[N:8]([C:9]2[CH:14]=[CH:13][CH:12]=[CH:11][CH:10]=2)[C:15]([C:16]2[CH:21]=[CH:20][CH:19]=[CH:18][CH:17]=2)=[N:23][N:24]=1)([CH3:7])[CH3:6]. The yield is 0.240. (3) The reactants are [N+](C1C=CC(S([N:13]2[C:17]3([CH2:22][CH2:21][O:20][CH2:19][CH2:18]3)[CH2:16][CH2:15][CH:14]2[C:23]([O:25][CH2:26][CH3:27])=[O:24])(=O)=O)=CC=1)([O-])=O.C(=O)([O-])[O-].[K+].[K+].C1OCCOCCOCCOCCOCCOC1.C1(S)C=CC=CC=1. The catalyst is C(#N)C. The product is [NH:13]1[C:17]2([CH2:18][CH2:19][O:20][CH2:21][CH2:22]2)[CH2:16][CH2:15][CH:14]1[C:23]([O:25][CH2:26][CH3:27])=[O:24]. The yield is 0.900. (4) The reactants are [C:1]1([N:7]2[CH:12]=[CH:11][C:10]([CH2:13][CH2:14][CH2:15][CH2:16][C:17]3[N:18]=[N:19][NH:20][CH:21]=3)=[C:9]([OH:22])[C:8]2=O)[CH:6]=[CH:5][CH:4]=[CH:3][CH:2]=1.P12(SP3(SP(SP(S3)(S1)=S)(=S)S2)=S)=[S:25].C1(N2C=CC(CCCC3N=NNC=3)=C(O)C2=S)C=CC=CC=1. No catalyst specified. The product is [C:1]1([N:7]2[CH:12]=[CH:11][C:10]([CH2:13][CH2:14][CH2:15][CH2:16][C:17]3[N:18]=[N:19][NH:20][CH:21]=3)=[C:9]([OH:22])[C:8]2=[S:25])[CH:6]=[CH:5][CH:4]=[CH:3][CH:2]=1. The yield is 0.550. (5) The reactants are [CH3:1][C@@H:2]1[N:23]2[C:6]3[C:7]([C:19]([C:21]([C:24]([OH:26])=[O:25])=[CH:22]2)=[O:20])=[CH:8][C:9]([F:18])=[C:10]([N:11]2[CH2:16][CH2:15][N:14]([CH3:17])[CH2:13][CH2:12]2)[C:5]=3[O:4][CH2:3]1. The catalyst is CCC(C)=O. The product is [CH3:1][C@@H:2]1[N:23]2[CH:22]=[C:21]([C:24]([OH:26])=[O:25])[C:19]([C:7]3=[CH:8][C:9]([F:18])=[C:10]([N:11]4[CH2:16][CH2:15][N:14]([CH3:17])[CH2:13][CH2:12]4)[C:5](=[C:6]23)[O:4][CH2:3]1)=[O:20].[CH3:1][C@@H:2]1[N:23]2[CH:22]=[C:21]([C:24]([OH:26])=[O:25])[C:19]([C:7]3=[CH:8][C:9]([F:18])=[C:10]([N:11]4[CH2:16][CH2:15][N:14]([CH3:17])[CH2:13][CH2:12]4)[C:5](=[C:6]23)[O:4][CH2:3]1)=[O:20].[OH2:4]. The yield is 0.840.